This data is from Full USPTO retrosynthesis dataset with 1.9M reactions from patents (1976-2016). The task is: Predict the reactants needed to synthesize the given product. (1) Given the product [OH:17][CH:10](/[CH:9]=[CH:8]/[C:3]1[CH:4]=[CH:5][CH:6]=[CH:7][C:2]=1[CH3:1])[CH2:11][C:12]([O:14][CH2:15][CH3:16])=[O:13], predict the reactants needed to synthesize it. The reactants are: [CH3:1][C:2]1[CH:7]=[CH:6][CH:5]=[CH:4][C:3]=1/[CH:8]=[CH:9]/[C:10](=[O:17])[CH2:11][C:12]([O:14][CH2:15][CH3:16])=[O:13].[BH4-].[Na+]. (2) Given the product [OH:8][C:9]1[CH:10]=[CH:11][C:12]([CH2:13][C:14]2[C:22]3[C:21]([NH:37][C@@H:52]4[CH2:47][CH2:48][CH2:49][N:50]([C:26](=[O:30])[CH:27]=[CH2:28])[CH2:51]4)=[N:20][CH:19]=[N:18][C:17]=3[NH:16][CH:15]=2)=[CH:24][CH:25]=1, predict the reactants needed to synthesize it. The reactants are: C([O:8][C:9]1[CH:25]=[CH:24][C:12]([CH2:13][C:14]2[C:22]3[C:21](Cl)=[N:20][CH:19]=[N:18][C:17]=3[NH:16][CH:15]=2)=[CH:11][CH:10]=1)C1C=CC=CC=1.[C:26]([OH:30])(=O)[CH:27]=[CH2:28].C(Cl)CCl.CC[N:37](C(C)C)C(C)C.CN([C:47]1[CH:48]=[CH:49][N:50]=[CH:51][CH:52]=1)C.CN(C=O)C. (3) Given the product [Br:4][C:5]1[C:9]2[N:10]=[CH:11][N:12]=[C:13]([O:2][CH3:1])[C:8]=2[S:7][CH:6]=1, predict the reactants needed to synthesize it. The reactants are: [CH3:1][O-:2].[Na+].[Br:4][C:5]1[C:9]2[N:10]=[CH:11][N:12]=[C:13](Cl)[C:8]=2[S:7][CH:6]=1. (4) Given the product [CH2:8]([C:7]1[C:2]([NH:1][S:28]([C:25]2[CH:26]=[CH:27][C:22]([CH3:32])=[CH:23][CH:24]=2)(=[O:30])=[O:29])=[N:3][CH:4]=[C:5]([C:15]2[CH:16]=[CH:17][C:18]([OH:21])=[CH:19][CH:20]=2)[N:6]=1)[C:9]1[CH:10]=[CH:11][CH:12]=[CH:13][CH:14]=1.[CH3:32][C:22]1[CH:27]=[CH:26][C:25]([S:28]([NH2:1])(=[O:30])=[O:29])=[CH:24][CH:23]=1, predict the reactants needed to synthesize it. The reactants are: [NH2:1][C:2]1[C:7]([CH2:8][C:9]2[CH:14]=[CH:13][CH:12]=[CH:11][CH:10]=2)=[N:6][C:5]([C:15]2[CH:20]=[CH:19][C:18]([OH:21])=[CH:17][CH:16]=2)=[CH:4][N:3]=1.[C:22]1([CH3:32])[CH:27]=[CH:26][C:25]([S:28](Cl)(=[O:30])=[O:29])=[CH:24][CH:23]=1.Cl.ClCCl. (5) The reactants are: C[Si]([N-][Si](C)(C)C)(C)C.[Li+].[OH:11][C@@H:12]([CH2:22][O:23][CH3:24])[C:13]([NH:15][C:16]1[S:20][N:19]=[C:18]([CH3:21])[N:17]=1)=[O:14].Cl[C:26]1[N:31]=[CH:30][N:29]=[C:28]2[N:32]([C:35]3[CH:40]=[CH:39][CH:38]=[CH:37][C:36]=3[Cl:41])[N:33]=[CH:34][C:27]=12. Given the product [Cl:41][C:36]1[CH:37]=[CH:38][CH:39]=[CH:40][C:35]=1[N:32]1[C:28]2=[N:29][CH:30]=[N:31][C:26]([O:11][C@@H:12]([CH2:22][O:23][CH3:24])[C:13]([NH:15][C:16]3[S:20][N:19]=[C:18]([CH3:21])[N:17]=3)=[O:14])=[C:27]2[CH:34]=[N:33]1, predict the reactants needed to synthesize it.